This data is from Full USPTO retrosynthesis dataset with 1.9M reactions from patents (1976-2016). The task is: Predict the reactants needed to synthesize the given product. (1) The reactants are: [CH2:1]([C:4]1[N:5]=[C:6]([C@@H:26]2[C@H:30]([CH2:31][CH3:32])[CH2:29][C@H:28]([NH:33][S:34]([CH:37]3[CH2:39][CH2:38]3)(=[O:36])=[O:35])[CH2:27]2)[N:7]2[C:12]3[CH:13]=[CH:14][N:15](S(C4C=CC(C)=CC=4)(=O)=O)[C:11]=3[N:10]=[CH:9][C:8]=12)[CH:2]=[CH2:3].CSC.[OH:43]O.[OH-].[Na+]. Given the product [CH2:31]([C@H:30]1[C@@H:26]([C:6]2[N:7]3[C:12]4[CH:13]=[CH:14][NH:15][C:11]=4[N:10]=[CH:9][C:8]3=[C:4]([CH2:1][CH2:2][CH2:3][OH:43])[N:5]=2)[CH2:27][C@@H:28]([NH:33][S:34]([CH:37]2[CH2:39][CH2:38]2)(=[O:35])=[O:36])[CH2:29]1)[CH3:32], predict the reactants needed to synthesize it. (2) Given the product [CH3:1][O:2][C:3]1[CH:4]=[C:5]([C:11]2[C:19]3[C:14](=[N:15][CH:16]=[CH:17][CH:18]=3)[N:13]([C:35]([C:26]3[C:27]4[C:32](=[CH:31][CH:30]=[CH:29][CH:28]=4)[CH:33]=[CH:34][C:25]=3[O:24][CH2:22][CH3:23])=[O:36])[CH:12]=2)[CH:6]=[CH:7][C:8]=1[O:9][CH3:10], predict the reactants needed to synthesize it. The reactants are: [CH3:1][O:2][C:3]1[CH:4]=[C:5]([C:11]2[C:19]3[C:14](=[N:15][CH:16]=[CH:17][CH:18]=3)[NH:13][CH:12]=2)[CH:6]=[CH:7][C:8]=1[O:9][CH3:10].[H-].[Na+].[CH2:22]([O:24][C:25]1[CH:34]=[CH:33][C:32]2[C:27](=[CH:28][CH:29]=[CH:30][CH:31]=2)[C:26]=1[C:35](Cl)=[O:36])[CH3:23].